Dataset: Full USPTO retrosynthesis dataset with 1.9M reactions from patents (1976-2016). Task: Predict the reactants needed to synthesize the given product. (1) The reactants are: S(Cl)(Cl)(=O)=O.[CH3:27][S:24]([C:21]1[CH:22]=[CH:23][C:18]([S:17][S:17][C:18]2[CH:23]=[CH:22][C:21]([S:24]([CH3:27])(=[O:26])=[O:25])=[CH:20][CH:19]=2)=[CH:19][CH:20]=1)(=[O:26])=[O:25].[CH2:28]([O:30][C:31](=[O:45])[CH2:32][C:33]1[C:34]([CH3:44])=[CH:35][N:36]2[C:41]=1[CH:40]=[CH:39][C:38]([C:42]#[N:43])=[CH:37]2)[CH3:29]. Given the product [CH2:28]([O:30][C:31](=[O:45])[CH2:32][C:33]1[C:34]([CH3:44])=[C:35]([S:17][C:18]2[CH:19]=[CH:20][C:21]([S:24]([CH3:27])(=[O:25])=[O:26])=[CH:22][CH:23]=2)[N:36]2[C:41]=1[CH:40]=[CH:39][C:38]([C:42]#[N:43])=[CH:37]2)[CH3:29], predict the reactants needed to synthesize it. (2) Given the product [C:1]([C:3]1[CH:4]=[C:5]([C:9]2[CH:10]=[C:11]([C:27]([OH:29])=[O:28])[C:12]3[CH2:13][CH2:14][N:15]([CH:20]([CH2:21][CH2:22][CH3:23])[CH2:24][CH2:25][CH3:26])[C:16](=[O:19])[C:17]=3[CH:18]=2)[CH:6]=[CH:7][CH:8]=1)#[N:2], predict the reactants needed to synthesize it. The reactants are: [C:1]([C:3]1[CH:4]=[C:5]([C:9]2[CH:10]=[C:11]([C:27]([O:29]C)=[O:28])[C:12]3[CH2:13][CH2:14][N:15]([CH:20]([CH2:24][CH2:25][CH3:26])[CH2:21][CH2:22][CH3:23])[C:16](=[O:19])[C:17]=3[CH:18]=2)[CH:6]=[CH:7][CH:8]=1)#[N:2].[OH-].[Na+]. (3) Given the product [CH:27]1([NH:33][C:34]([C:11]2[N:12]([CH3:13])[C:8]([C:5]3[CH:4]=[CH:3][C:2]([Cl:1])=[CH:7][CH:6]=3)=[C:9]([C:14]3[CH:19]=[CH:18][C:17]([Cl:20])=[CH:16][C:15]=3[Cl:21])[N:10]=2)=[O:35])[CH2:32][CH2:31][CH2:30][CH2:29][CH2:28]1, predict the reactants needed to synthesize it. The reactants are: [Cl:1][C:2]1[CH:7]=[CH:6][C:5]([C:8]2[N:12]([CH3:13])[CH:11]=[N:10][C:9]=2[C:14]2[CH:19]=[CH:18][C:17]([Cl:20])=[CH:16][C:15]=2[Cl:21])=[CH:4][CH:3]=1.[Li]CCCC.[CH:27]1([N:33]=[C:34]=[O:35])[CH2:32][CH2:31][CH2:30][CH2:29][CH2:28]1. (4) The reactants are: [O:1]1[C:5]2[CH:6]=[CH:7][C:8](B(O)O)=[CH:9][C:4]=2[O:3][CH2:2]1.Br[C:14]1[CH:15]=[N:16][C:17]([N:20]2[CH:26]3[CH2:27][CH2:28][N:23]([CH2:24][CH2:25]3)[CH2:22][CH2:21]2)=[N:18][CH:19]=1. Given the product [O:1]1[C:5]2[CH:6]=[CH:7][C:8]([C:14]3[CH:19]=[N:18][C:17]([N:20]4[CH:26]5[CH2:27][CH2:28][N:23]([CH2:24][CH2:25]5)[CH2:22][CH2:21]4)=[N:16][CH:15]=3)=[CH:9][C:4]=2[O:3][CH2:2]1, predict the reactants needed to synthesize it. (5) Given the product [N:23]1([CH2:22][CH:18]2[CH2:19][CH2:20][CH2:21][N:17]2[C:34]([C:2]2[CH:11]=[CH:10][C:9]3[CH2:8][CH:7]([N:12]4[CH2:16][CH2:15][CH2:14][CH2:13]4)[CH2:6][CH2:5][C:4]=3[CH:3]=2)=[O:39])[CH2:27][CH2:26][CH2:25][CH2:24]1, predict the reactants needed to synthesize it. The reactants are: Br[C:2]1[CH:3]=[C:4]2[C:9](=[CH:10][CH:11]=1)[CH2:8][CH:7]([N:12]1[CH2:16][CH2:15][CH2:14][CH2:13]1)[CH2:6][CH2:5]2.[NH:17]1[CH2:21][CH2:20][CH2:19][C@H:18]1[CH2:22][N:23]1[CH2:27][CH2:26][CH2:25][CH2:24]1.BrC1C=C2C(=CC=1)C[C:34](=[O:39])CC2.N1CCCC1.